From a dataset of Catalyst prediction with 721,799 reactions and 888 catalyst types from USPTO. Predict which catalyst facilitates the given reaction. (1) Reactant: [CH3:1][O:2][C:3](=[O:12])[CH2:4][C:5]1[CH:10]=[CH:9][CH:8]=[C:7]([Br:11])[CH:6]=1.[H-].[Na+].Br[CH2:16][CH2:17]Br. Product: [CH3:1][O:2][C:3]([C:4]1([C:5]2[CH:10]=[CH:9][CH:8]=[C:7]([Br:11])[CH:6]=2)[CH2:17][CH2:16]1)=[O:12]. The catalyst class is: 118. (2) Product: [CH3:1][O:2][C:3](=[O:17])[CH2:4][N:5]1[C:10](=[O:11])[C:9]2[CH:12]=[CH:13][N:14]=[CH:15][C:8]=2[N:7]([CH2:30][C:22]2[C:23]3[C:28](=[CH:27][CH:26]=[CH:25][C:24]=3[CH3:29])[N:20]([CH3:19])[CH:21]=2)[C:6]1=[O:16]. Reactant: [CH3:1][O:2][C:3](=[O:17])[CH2:4][N:5]1[C:10](=[O:11])[C:9]2[CH:12]=[CH:13][N:14]=[CH:15][C:8]=2[NH:7][C:6]1=[O:16].[I-].[CH3:19][N:20]1[C:28]2[C:23](=[C:24]([CH3:29])[CH:25]=[CH:26][CH:27]=2)[C:22]([CH2:30][N+](C)(C)C)=[CH:21]1.C(=O)([O-])[O-].[K+].[K+].O. The catalyst class is: 9. (3) Reactant: F[C:2]1[CH:19]=[CH:18][C:17]([I:20])=[CH:16][C:3]=1[CH:4]=[N:5][NH:6][C:7]1[CH:8]=[C:9]([CH:13]=[CH:14][CH:15]=1)[C:10]([OH:12])=[O:11].[K].[O-]CCCC.Cl. Product: [I:20][C:17]1[CH:16]=[C:3]2[C:2](=[CH:19][CH:18]=1)[N:6]([C:7]1[CH:8]=[C:9]([CH:13]=[CH:14][CH:15]=1)[C:10]([OH:12])=[O:11])[N:5]=[CH:4]2. The catalyst class is: 179. (4) Reactant: [C:1]([C:5]1[CH:6]=[C:7]([P:17](=O)([C:25]2[CH:30]=[C:29]([C:31]([CH3:34])([CH3:33])[CH3:32])[C:28]([O:35][CH3:36])=[C:27]([C:37]([CH3:40])([CH3:39])[CH3:38])[CH:26]=2)[C:18]2[CH:23]=[CH:22][CH:21]=[CH:20][C:19]=2[Br:24])[CH:8]=[C:9]([C:13]([CH3:16])([CH3:15])[CH3:14])[C:10]=1[O:11][CH3:12])([CH3:4])([CH3:3])[CH3:2].Cl[SiH](Cl)Cl.[OH-].[Na+]. Product: [C:13]([C:9]1[CH:8]=[C:7]([P:17]([C:25]2[CH:30]=[C:29]([C:31]([CH3:34])([CH3:33])[CH3:32])[C:28]([O:35][CH3:36])=[C:27]([C:37]([CH3:40])([CH3:39])[CH3:38])[CH:26]=2)[C:18]2[CH:23]=[CH:22][CH:21]=[CH:20][C:19]=2[Br:24])[CH:6]=[C:5]([C:1]([CH3:4])([CH3:3])[CH3:2])[C:10]=1[O:11][CH3:12])([CH3:14])([CH3:15])[CH3:16]. The catalyst class is: 11. (5) Reactant: Cl[CH2:2][C:3](=O)[CH3:4].[F:6][C:7]1[CH:8]=[C:9]([CH:33]=[CH:34][CH:35]=1)[CH2:10][N:11]1[C:23]2[CH2:22][CH2:21][C@@H:20]([NH:24][C:25](=[O:29])[CH:26]([CH3:28])[CH3:27])[CH2:19][C:18]=2[C:17]2[C:12]1=[CH:13][CH:14]=[C:15]([C:30](=[S:32])[NH2:31])[CH:16]=2. Product: [F:6][C:7]1[CH:8]=[C:9]([CH:33]=[CH:34][CH:35]=1)[CH2:10][N:11]1[C:23]2[CH2:22][CH2:21][C@@H:20]([NH:24][C:25](=[O:29])[CH:26]([CH3:27])[CH3:28])[CH2:19][C:18]=2[C:17]2[C:12]1=[CH:13][CH:14]=[C:15]([C:30]1[S:32][CH:2]=[C:3]([CH3:4])[N:31]=1)[CH:16]=2. The catalyst class is: 18. (6) Reactant: [H-].[Na+].CN(C)[C:5](=O)[CH3:6].[CH2:9]([O:16][C:17]1[C:27]2[NH:26][C:25](=[O:28])[C:24]([CH3:30])([CH3:29])[C:23](=[O:31])[N:22]([CH3:32])[C:21]=2[CH:20]=[CH:19][CH:18]=1)[C:10]1[CH:15]=[CH:14][CH:13]=[CH:12][CH:11]=1.C(I)C. Product: [CH2:9]([O:16][C:17]1[C:27]2[N:26]([CH2:5][CH3:6])[C:25](=[O:28])[C:24]([CH3:29])([CH3:30])[C:23](=[O:31])[N:22]([CH3:32])[C:21]=2[CH:20]=[CH:19][CH:18]=1)[C:10]1[CH:15]=[CH:14][CH:13]=[CH:12][CH:11]=1. The catalyst class is: 84. (7) Reactant: C(OC(=O)CC(C1C=C(Cl)C=C(Cl)C=1)=O)C.[Cl:17][C:18]1[CH:19]=[C:20]([C:25]2[CH2:29][C:28](=[O:30])[N:27]([C@H:31]([C:33]3[CH:43]=[CH:42][C:36]([C:37]([O:39][CH2:40][CH3:41])=[O:38])=[CH:35][CH:34]=3)[CH3:32])[N:26]=2)[CH:21]=[C:22]([Cl:24])[CH:23]=1.FC(F)(F)C([O-])=O.C(OC(C1C=CC([C@@H]([NH2+]N)C)=CC=1)=O)C. Product: [Cl:17][C:18]1[CH:19]=[C:20]([C:25]2[CH2:29][C:28](=[O:30])[N:27]([C@H:31]([C:33]3[CH:43]=[CH:42][C:36]([C:37]([O:39][CH2:40][CH3:41])=[O:38])=[CH:35][CH:34]=3)[CH3:32])[N:26]=2)[CH:21]=[C:22]([Cl:24])[CH:23]=1. The catalyst class is: 10. (8) Reactant: C(OC([N:8]1[C:21]2[C:12](=[C:13]3[C:18](=[CH:19][CH:20]=2)[CH2:17][CH2:16][C@@H:15]([CH2:22][OH:23])[O:14]3)[CH2:11][CH2:10][CH:9]1O)=O)(C)(C)C. Product: [N:8]1[C:21]2[C:12](=[C:13]3[C:18](=[CH:19][CH:20]=2)[CH2:17][CH2:16][C@@H:15]([CH2:22][OH:23])[O:14]3)[CH:11]=[CH:10][CH:9]=1. The catalyst class is: 262.